Dataset: Forward reaction prediction with 1.9M reactions from USPTO patents (1976-2016). Task: Predict the product of the given reaction. Given the reactants C(C1[CH:29]=[CH:28][C:6]([CH2:7][C:8]23[CH2:15][CH2:14][CH2:13][N:12]2[C:11](=[O:16])[N:10]([C:17]2[CH:22]=[C:21]([Cl:23])[C:20]([O:24]C)=[C:19]([Cl:26])[CH:18]=2)[C:9]3=[O:27])=[CH:5][CH:4]=1)#N.Br.C[CH2:32][O:33][C:34]([CH3:36])=[O:35], predict the reaction product. The product is: [CH3:32][O:33][C:34]([C:36]1[CH:4]=[CH:5][C:6]([CH2:7][C:8]23[CH2:15][CH2:14][CH2:13][N:12]2[C:11](=[O:16])[N:10]([C:17]2[CH:22]=[C:21]([Cl:23])[C:20]([OH:24])=[C:19]([Cl:26])[CH:18]=2)[C:9]3=[O:27])=[CH:28][CH:29]=1)=[O:35].